Dataset: CYP3A4 inhibition data for predicting drug metabolism from PubChem BioAssay. Task: Regression/Classification. Given a drug SMILES string, predict its absorption, distribution, metabolism, or excretion properties. Task type varies by dataset: regression for continuous measurements (e.g., permeability, clearance, half-life) or binary classification for categorical outcomes (e.g., BBB penetration, CYP inhibition). Dataset: cyp3a4_veith. (1) The compound is c1cncc(-c2cc(-n3ccnc3)ncn2)c1. The result is 1 (inhibitor). (2) The drug is CCCCCn1c(SCC(=O)c2ccccc2)nc2cc(C(=O)NCc3ccco3)ccc2c1=O. The result is 0 (non-inhibitor). (3) The compound is Cc1sc2ccccc2[n+]1CCC(C)S(=O)(=O)[O-]. The result is 0 (non-inhibitor). (4) The drug is COCC(=O)N1CCC[C@@]2(CCN(c3ccncc3)C2)C1. The result is 1 (inhibitor). (5) The compound is COc1ccccc1-c1cc(-n2ccnc2)ncn1. The result is 1 (inhibitor). (6) The compound is O=c1c(-c2ccccc2)nc2cnc(Nc3ccccc3)nc2n1Cc1cccs1. The result is 0 (non-inhibitor).